From a dataset of NCI-60 drug combinations with 297,098 pairs across 59 cell lines. Regression. Given two drug SMILES strings and cell line genomic features, predict the synergy score measuring deviation from expected non-interaction effect. Drug 1: C1=CN(C(=O)N=C1N)C2C(C(C(O2)CO)O)O.Cl. Drug 2: CC1=C(C(CCC1)(C)C)C=CC(=CC=CC(=CC(=O)O)C)C. Cell line: RPMI-8226. Synergy scores: CSS=46.6, Synergy_ZIP=-7.80, Synergy_Bliss=-0.220, Synergy_Loewe=3.19, Synergy_HSA=4.94.